Dataset: Forward reaction prediction with 1.9M reactions from USPTO patents (1976-2016). Task: Predict the product of the given reaction. (1) Given the reactants I[C:2]1[CH:9]=[CH:8][C:5]([CH:6]=[O:7])=[CH:4][CH:3]=1.[C:10]([S-:12])#[N:11].[K+].CN(C=O)C, predict the reaction product. The product is: [S:12]([C:2]1[CH:9]=[CH:8][C:5]([CH:6]=[O:7])=[CH:4][CH:3]=1)[C:10]#[N:11]. (2) Given the reactants [F:1][C:2]1[CH:3]=C(NC)C(N)=[N:6][CH:7]=1.[C:11]([N:18]1[CH:22]=[CH:21][N:20]=[CH:19]1)(N1C=CN=C1)=O.C1C[O:26]CC1, predict the reaction product. The product is: [F:1][C:2]1[CH:3]=[C:22]2[N:18]([CH3:11])[C:19](=[O:26])[NH:20][C:21]2=[N:6][CH:7]=1. (3) Given the reactants O[CH2:2][CH2:3][O:4][C:5]1[C:10]([CH3:11])=[CH:9][C:8]([C:12]2[NH:21][C:20](=[O:22])[C:19]3[C:14](=[CH:15][C:16]([O:27][CH:28]([CH3:30])[CH3:29])=[CH:17][C:18]=3[O:23][CH:24]([CH3:26])[CH3:25])[N:13]=2)=[CH:7][C:6]=1[CH3:31].C1C=CC(P(C2C=CC=CC=2)C2C=CC=CC=2)=CC=1.C(Br)(Br)(Br)[Br:52], predict the reaction product. The product is: [Br:52][CH2:2][CH2:3][O:4][C:5]1[C:10]([CH3:11])=[CH:9][C:8]([C:12]2[NH:21][C:20](=[O:22])[C:19]3[C:14](=[CH:15][C:16]([O:27][CH:28]([CH3:30])[CH3:29])=[CH:17][C:18]=3[O:23][CH:24]([CH3:26])[CH3:25])[N:13]=2)=[CH:7][C:6]=1[CH3:31]. (4) Given the reactants [C:1](=[O:15])([O:10][C:11]([CH3:14])([CH3:13])[CH3:12])O[C:1]([O:10][C:11]([CH3:14])([CH3:13])[CH3:12])=[O:15].[CH3:16][C:17]1[N:21]([CH:22]([CH3:24])[CH3:23])[C:20]([C:25]2[CH:30]=[CH:29][N:28]=[C:27]([NH:31][CH:32]3[CH2:37][CH2:36][NH:35][CH2:34][CH2:33]3)[N:26]=2)=[CH:19][N:18]=1, predict the reaction product. The product is: [CH3:16][C:17]1[N:21]([CH:22]([CH3:24])[CH3:23])[C:20]([C:25]2[CH:30]=[CH:29][N:28]=[C:27]([NH:31][CH:32]3[CH2:33][CH2:34][N:35]([C:1]([O:10][C:11]([CH3:12])([CH3:13])[CH3:14])=[O:15])[CH2:36][CH2:37]3)[N:26]=2)=[CH:19][N:18]=1. (5) Given the reactants [CH3:1][Si]([N-][Si](C)(C)C)(C)C.[Na+].[CH3:11][O:12][C:13]([C:15]1([NH:21][C:22]([O:24][C:25]([CH3:28])([CH3:27])[CH3:26])=[O:23])[CH2:17][CH:16]1[CH2:18][CH:19]=O)=[O:14], predict the reaction product. The product is: [CH3:11][O:12][C:13]([C:15]1([NH:21][C:22]([O:24][C:25]([CH3:28])([CH3:27])[CH3:26])=[O:23])[CH2:17][CH:16]1[CH2:18][CH:19]=[CH2:1])=[O:14]. (6) Given the reactants [C:1]([O:5][C:6](=[O:21])[CH2:7][CH2:8][NH:9][CH2:10][C:11]1[CH:16]=[CH:15][C:14]([C:17]([CH3:20])([CH3:19])[CH3:18])=[CH:13][CH:12]=1)([CH3:4])([CH3:3])[CH3:2].[NH:22]1[C:30]2[C:25](=[CH:26][CH:27]=[CH:28][C:29]=2[C:31](O)=[O:32])[CH:24]=[CH:23]1.CCN=C=NCCCN(C)C.Cl, predict the reaction product. The product is: [C:1]([O:5][C:6](=[O:21])[CH2:7][CH2:8][N:9]([CH2:10][C:11]1[CH:12]=[CH:13][C:14]([C:17]([CH3:20])([CH3:19])[CH3:18])=[CH:15][CH:16]=1)[C:31]([C:29]1[CH:28]=[CH:27][CH:26]=[C:25]2[C:30]=1[NH:22][CH:23]=[CH:24]2)=[O:32])([CH3:3])([CH3:4])[CH3:2]. (7) Given the reactants [O:1]1[CH2:6][CH:5]=[C:4]([C:7]2[N:11]([CH3:12])[N:10]=[C:9]([C:13]3[CH:18]=[CH:17][C:16]([F:19])=[CH:15][CH:14]=3)[CH:8]=2)[CH2:3][CH2:2]1.[H][H], predict the reaction product. The product is: [F:19][C:16]1[CH:17]=[CH:18][C:13]([C:9]2[CH:8]=[C:7]([CH:4]3[CH2:5][CH2:6][O:1][CH2:2][CH2:3]3)[N:11]([CH3:12])[N:10]=2)=[CH:14][CH:15]=1. (8) Given the reactants Cl[C:2]1[CH:7]=[C:6]([C:8]2[CH:13]=[CH:12][CH:11]=[C:10]([Cl:14])[C:9]=2[CH3:15])[N:5]=[C:4]([NH2:16])[N:3]=1.[CH:17]12[CH2:23][CH:20]([CH2:21][CH2:22]1)[CH2:19][CH:18]2[NH2:24], predict the reaction product. The product is: [CH:17]12[CH2:23][CH:20]([CH2:21][CH2:22]1)[CH2:19][CH:18]2[NH:24][C:2]1[CH:7]=[C:6]([C:8]2[CH:13]=[CH:12][CH:11]=[C:10]([Cl:14])[C:9]=2[CH3:15])[N:5]=[C:4]([NH2:16])[N:3]=1. (9) Given the reactants [Cl:1][C:2]1[N:3]=[C:4]([CH3:30])[NH:5][C:6]=1[C:7]([NH:9][CH2:10][C:11]1[CH:16]=[CH:15][C:14]([CH:17]=[CH2:18])=[C:13]([O:19][C:20]2[CH:25]=[C:24]([C:26]#[N:27])[CH:23]=[C:22]([Cl:28])[CH:21]=2)[C:12]=1[F:29])=[O:8].[CH2:31](OCC)C, predict the reaction product. The product is: [Cl:1][C:2]1[N:3]=[C:4]([CH3:30])[NH:5][C:6]=1[C:7]([NH:9][CH2:10][C:11]1[CH:16]=[CH:15][C:14]([CH:17]2[CH2:31][CH2:18]2)=[C:13]([O:19][C:20]2[CH:25]=[C:24]([C:26]#[N:27])[CH:23]=[C:22]([Cl:28])[CH:21]=2)[C:12]=1[F:29])=[O:8]. (10) Given the reactants [N:1]1([C:7]([N:9]2[CH2:14][CH:13]([C:15]3[CH:20]=[CH:19][C:18]([O:21][C:22]([F:25])([F:24])[F:23])=[CH:17][CH:16]=3)[CH2:12][CH:11]([C:26]([OH:28])=O)[CH2:10]2)=[O:8])[CH2:6][CH2:5][O:4][CH2:3][CH2:2]1.[CH3:29][CH:30]([CH3:35])[C:31]([NH:33][NH2:34])=[O:32], predict the reaction product. The product is: [CH3:29][CH:30]([CH3:35])[C:31]([NH:33][NH:34][C:26]([CH:11]1[CH2:12][CH:13]([C:15]2[CH:20]=[CH:19][C:18]([O:21][C:22]([F:23])([F:24])[F:25])=[CH:17][CH:16]=2)[CH2:14][N:9]([C:7]([N:1]2[CH2:2][CH2:3][O:4][CH2:5][CH2:6]2)=[O:8])[CH2:10]1)=[O:28])=[O:32].